Dataset: Reaction yield outcomes from USPTO patents with 853,638 reactions. Task: Predict the reaction yield, written as a fraction of the theoretical maximum amount of product (1.0 means a 100% yield; for example, 0.34 means a 34% yield). (1) The reactants are [OH:1][C:2]1[N:6]([C:7]2[CH:12]=[C:11]([C:13]#[N:14])[CH:10]=[CH:9][N:8]=2)[N:5]=[C:4]([CH:15]([C:17]2[CH:22]=[CH:21][CH:20]=[CH:19][CH:18]=2)[CH3:16])[CH:3]=1.[NH4+].[Cl-].[N-:25]=[N+:26]=[N-:27].[Na+]. The catalyst is CN(C=O)C. The product is [C:17]1([CH:15]([C:4]2[CH:3]=[C:2]([OH:1])[N:6]([C:7]3[CH:12]=[C:11]([C:13]4[NH:27][N:26]=[N:25][N:14]=4)[CH:10]=[CH:9][N:8]=3)[N:5]=2)[CH3:16])[CH:22]=[CH:21][CH:20]=[CH:19][CH:18]=1. The yield is 0.580. (2) The reactants are Cl[CH2:2][C:3]1[CH:12]=[CH:11][C:6]2[O:7][CH2:8][CH2:9][O:10][C:5]=2[CH:4]=1.[C-:13]#[N:14].[Na+].O. The catalyst is CS(C)=O. The product is [O:7]1[CH2:8][CH2:9][O:10][C:5]2[CH:4]=[C:3]([CH2:2][C:13]#[N:14])[CH:12]=[CH:11][C:6]1=2. The yield is 0.860. (3) The reactants are [C:1]([CH:5]1[CH2:14][CH2:13][C:12]2[N:11]=[C:10]([SH:15])[C:9]([N+:16]([O-])=O)=[CH:8][C:7]=2[CH2:6]1)([CH3:4])([CH3:3])[CH3:2].[Cl-].[Cl-].[Ca+2]. The catalyst is C(O)C.[Fe]. The product is [NH2:16][C:9]1[C:10]([SH:15])=[N:11][C:12]2[CH2:13][CH2:14][CH:5]([C:1]([CH3:3])([CH3:2])[CH3:4])[CH2:6][C:7]=2[CH:8]=1. The yield is 0.420. (4) The reactants are O[C:2]1([C:8]([OH:10])=O)[CH:7]=[CH:6][CH:5]=[CH:4][NH:3]1.C(N(C(C)C)CC)(C)C.Cl.[CH3:21][NH:22][O:23][CH3:24].F[P-](F)(F)(F)(F)F.N1([O:41][P+](N2CCCC2)(N2CCCC2)N2CCCC2)C2C=CC=CC=2N=N1. The product is [CH3:24][O:23][N:22]([CH3:21])[C:8]([C:2]1[C:7]([OH:41])=[CH:6][CH:5]=[CH:4][N:3]=1)=[O:10]. The catalyst is CN(C)C=O. The yield is 0.410.